Task: Predict the product of the given reaction.. Dataset: Forward reaction prediction with 1.9M reactions from USPTO patents (1976-2016) (1) Given the reactants C(OCC)(=O)C.C(O)(=O)C.[CH3:11][NH2:12].[Cl:13][C:14]1[CH:15]=[C:16]([CH3:26])[C:17]2[NH:22]C(=O)[O:20][C:19](=O)[C:18]=2[CH:25]=1, predict the reaction product. The product is: [NH2:22][C:17]1[C:16]([CH3:26])=[CH:15][C:14]([Cl:13])=[CH:25][C:18]=1[C:19]([NH:12][CH3:11])=[O:20]. (2) Given the reactants Br[C:2]1[CH:7]=[C:6]([CH3:8])[C:5]([CH:9]([C:19]2[CH:24]=[C:23]([F:25])[CH:22]=[CH:21][C:20]=2[F:26])[S:10][C:11]2[CH:16]=[C:15]([F:17])[CH:14]=[C:13]([F:18])[CH:12]=2)=[CH:4][N:3]=1.CCCCCC.C([Li])CCC.CN(C)[CH:40]=[O:41], predict the reaction product. The product is: [F:26][C:20]1[CH:21]=[CH:22][C:23]([F:25])=[CH:24][C:19]=1[CH:9]([S:10][C:11]1[CH:16]=[C:15]([F:17])[CH:14]=[C:13]([F:18])[CH:12]=1)[C:5]1[C:6]([CH3:8])=[CH:7][C:2]([CH:40]=[O:41])=[N:3][CH:4]=1. (3) Given the reactants [NH2:1][C:2]1[CH:15]=[CH:14][C:5]([O:6][C:7]2[CH:12]=[CH:11][N:10]=[C:9]([NH2:13])[CH:8]=2)=[CH:4][C:3]=1[CH3:16].C(N(CC)CC)C.[F:24][P-](F)(F)(F)(F)F.[N:31]1(O[P+](N(C)C)(N(C)C)N(C)C)[C:35]2[CH:36]=[CH:37][CH:38]=[CH:39][C:34]=2N=N1.C([O:54][CH2:55][CH3:56])(=O)C.CN(C)[CH:59]=[O:60], predict the reaction product. The product is: [NH2:13][C:9]1[CH:8]=[C:7]([O:6][C:5]2[CH:14]=[CH:15][C:2]([NH:1][C:55](=[O:54])[CH2:56][C:59]([NH:31][C:35]3[CH:36]=[CH:37][C:38]([F:24])=[CH:39][CH:34]=3)=[O:60])=[C:3]([CH3:16])[CH:4]=2)[CH:12]=[CH:11][N:10]=1. (4) Given the reactants CCO.[NH2:4][N:5]1[C:9]([C:10]#[N:11])=[C:8]([C:12]2[CH:17]=[CH:16][C:15]([N+:18]([O-:20])=[O:19])=[C:14]([F:21])[CH:13]=2)[C:7]([C:22]([O:24][CH2:25][CH3:26])=[O:23])=[CH:6]1.C(O)(=O)C.[CH:31](N)=[NH:32].O, predict the reaction product. The product is: [NH2:11][C:10]1[C:9]2=[C:8]([C:12]3[CH:17]=[CH:16][C:15]([N+:18]([O-:20])=[O:19])=[C:14]([F:21])[CH:13]=3)[C:7]([C:22]([O:24][CH2:25][CH3:26])=[O:23])=[CH:6][N:5]2[N:4]=[CH:31][N:32]=1.